Dataset: Reaction yield outcomes from USPTO patents with 853,638 reactions. Task: Predict the reaction yield, written as a fraction of the theoretical maximum amount of product (1.0 means a 100% yield; for example, 0.34 means a 34% yield). (1) The yield is 0.540. The product is [F:1][C:2]1[CH:3]=[C:4]([CH:14]([NH:16][C:17]([C:19]2[N:20]=[C:21]([O:38][C:29]3[CH:30]=[C:31]([C:34]([F:35])([F:36])[F:37])[CH:32]=[CH:33][C:28]=3[CH2:25][CH2:26][CH3:27])[O:22][CH:23]=2)=[O:18])[CH3:15])[CH:5]=[C:6]([F:13])[C:7]=1[NH:8][S:9]([CH3:12])(=[O:11])=[O:10]. No catalyst specified. The reactants are [F:1][C:2]1[CH:3]=[C:4]([CH:14]([NH:16][C:17]([C:19]2[N:20]=[C:21](Cl)[O:22][CH:23]=2)=[O:18])[CH3:15])[CH:5]=[C:6]([F:13])[C:7]=1[NH:8][S:9]([CH3:12])(=[O:11])=[O:10].[CH2:25]([C:28]1[CH:33]=[CH:32][C:31]([C:34]([F:37])([F:36])[F:35])=[CH:30][C:29]=1[OH:38])[CH2:26][CH3:27]. (2) The yield is 0.960. The reactants are [CH3:1][C:2]1[CH:19]=[C:18]([CH2:20][N:21]2[CH2:26][CH2:25][O:24][CH2:23][CH2:22]2)[CH:17]=[CH:16][C:3]=1[O:4][CH:5]1[CH2:8][N:7](C(OC(C)(C)C)=O)[CH2:6]1.Cl. The catalyst is CO. The product is [NH:7]1[CH2:8][CH:5]([O:4][C:3]2[CH:16]=[CH:17][C:18]([CH2:20][N:21]3[CH2:22][CH2:23][O:24][CH2:25][CH2:26]3)=[CH:19][C:2]=2[CH3:1])[CH2:6]1. (3) The reactants are [F:1][C:2]([F:47])([F:46])[C:3]1[CH:4]=[C:5]([N:13]([CH3:45])[C:14]([N:16]([CH3:44])[C@H:17]2[C@H:21]([C:22]3[CH:27]=[CH:26][C:25]([F:28])=[CH:24][CH:23]=3)[CH2:20][N:19]([C:29]([C@H:31]3[CH2:36][CH2:35][C@H:34]([NH:37][C:38](=[O:43])[O:39][CH2:40][CH2:41]Cl)[CH2:33][CH2:32]3)=[O:30])[CH2:18]2)=[O:15])[CH:6]=[C:7]([C:9]([F:12])([F:11])[F:10])[CH:8]=1.[H-].[Na+]. The catalyst is CN(C=O)C.O. The product is [F:1][C:2]([F:47])([F:46])[C:3]1[CH:4]=[C:5]([N:13]([CH3:45])[C:14]([N:16]([C@H:17]2[C@H:21]([C:22]3[CH:27]=[CH:26][C:25]([F:28])=[CH:24][CH:23]=3)[CH2:20][N:19]([C:29]([C@H:31]3[CH2:36][CH2:35][C@H:34]([N:37]4[CH2:41][CH2:40][O:39][C:38]4=[O:43])[CH2:33][CH2:32]3)=[O:30])[CH2:18]2)[CH3:44])=[O:15])[CH:6]=[C:7]([C:9]([F:12])([F:11])[F:10])[CH:8]=1. The yield is 0.650. (4) The reactants are [N:1]1[CH:2]=[CH:3][N:4]2[C:9]=1[CH:8]=[CH:7][C:6]([O:10][C:11]1[CH:12]=[C:13]([CH:17]=[CH:18][CH:19]=1)[C:14]([OH:16])=O)=[N:5]2.[F:20][C:21]([F:30])([F:29])[C:22]1[CH:23]=[C:24]([CH:26]=[CH:27][CH:28]=1)[NH2:25].O.ON1C2C=CC=CC=2N=N1.Cl.CN(C)CCCN=C=NCC.C(N(CC)CC)C. The catalyst is CN(C)C=O. The product is [N:1]1[CH:2]=[CH:3][N:4]2[C:9]=1[CH:8]=[CH:7][C:6]([O:10][C:11]1[CH:12]=[C:13]([CH:17]=[CH:18][CH:19]=1)[C:14]([NH:25][C:24]1[CH:26]=[CH:27][CH:28]=[C:22]([C:21]([F:20])([F:29])[F:30])[CH:23]=1)=[O:16])=[N:5]2. The yield is 0.570. (5) The reactants are [CH3:1][CH:2]1[CH2:7][C:6](=[O:8])[CH:5]=[C:4](B2OC(C)(C)C(C)(C)O2)[CH2:3]1.C([O-])([O-])=O.[Na+].[Na+].Cl[C:25]1[CH:30]=[CH:29][N:28]=[CH:27][C:26]=1[N+:31]([O-:33])=[O:32]. The catalyst is O1CCOCC1.C1C=CC(P(C2C=CC=CC=2)[C-]2C=CC=C2)=CC=1.C1C=CC(P(C2C=CC=CC=2)[C-]2C=CC=C2)=CC=1.Cl[Pd]Cl.[Fe+2].C(Cl)Cl. The product is [CH3:1][CH:2]1[CH2:7][C:6](=[O:8])[CH:5]=[C:4]([C:25]2[CH:30]=[CH:29][N:28]=[CH:27][C:26]=2[N+:31]([O-:33])=[O:32])[CH2:3]1. The yield is 0.480. (6) The reactants are [CH:1]12[CH2:10][CH:5]3[CH2:6][CH:7]([CH2:9][CH:3]([CH2:4]3)[CH:2]1[C:11](O)=[O:12])[CH2:8]2.S(Cl)(Cl)=O.[NH2:18][N:19]1[C:28](=[O:29])[C:27]2[C:22](=[CH:23][CH:24]=[CH:25][CH:26]=2)[N:21]=[C:20]1[C:30]1[CH:35]=[CH:34][CH:33]=[CH:32][CH:31]=1.C(N(C(C)C)CC)(C)C. No catalyst specified. The product is [O:29]=[C:28]1[C:27]2[C:22](=[CH:23][CH:24]=[CH:25][CH:26]=2)[N:21]=[C:20]([C:30]2[CH:35]=[CH:34][CH:33]=[CH:32][CH:31]=2)[N:19]1[NH:18][C:11]([CH:2]1[CH:1]2[CH2:10][CH:5]3[CH2:6][CH:7]([CH2:9][CH:3]1[CH2:4]3)[CH2:8]2)=[O:12]. The yield is 0.230. (7) The reactants are [NH2:1][CH2:2][C:3]1[CH:18]=[CH:17][C:6]2[N:7]([CH2:12][CH2:13][CH:14]([CH3:16])[CH3:15])[C:8]([CH2:10][OH:11])=[N:9][C:5]=2[CH:4]=1.C(N(C(C)C)CC)(C)C.[C:28](O[C:28]([O:30][C:31]([CH3:34])([CH3:33])[CH3:32])=[O:29])([O:30][C:31]([CH3:34])([CH3:33])[CH3:32])=[O:29]. The catalyst is C(Cl)Cl. The product is [OH:11][CH2:10][C:8]1[N:7]([CH2:12][CH2:13][CH:14]([CH3:15])[CH3:16])[C:6]2[CH:17]=[CH:18][C:3]([CH2:2][NH:1][C:28](=[O:29])[O:30][C:31]([CH3:34])([CH3:33])[CH3:32])=[CH:4][C:5]=2[N:9]=1. The yield is 0.460.